From a dataset of Full USPTO retrosynthesis dataset with 1.9M reactions from patents (1976-2016). Predict the reactants needed to synthesize the given product. (1) Given the product [CH3:1][CH2:2][N:3]([CH2:6][CH2:7][NH:8][C:9]([C:11]1[C:15]([CH3:16])=[C:14](/[CH:17]=[C:18]2/[C:19]3[CH:24]=[C:23]([F:25])[CH:22]=[CH:21][C:20]=3[NH:26][C:27]/2=[O:28])[NH:13][C:12]=1[CH3:29])=[O:10])[CH2:4][CH3:5].[C:30]([O-:37])(=[O:32])[CH3:31], predict the reactants needed to synthesize it. The reactants are: [CH3:1][CH2:2][N:3]([CH2:6][CH2:7][NH:8][C:9]([C:11]1[C:15]([CH3:16])=[C:14](/[CH:17]=[C:18]2/[C:19]3[CH:24]=[C:23]([F:25])[CH:22]=[CH:21][C:20]=3[NH:26][C:27]/2=[O:28])[NH:13][C:12]=1[CH3:29])=[O:10])[CH2:4][CH3:5].[CH2:30]([OH:32])[CH3:31].C([O:37]C)(C)(C)C. (2) The reactants are: Cl.[CH3:2][NH:3][CH2:4][C:5]([C:7]1[CH:12]=[CH:11][CH:10]=[CH:9][CH:8]=1)=[O:6].[CH:13]1([C:19]2([C:23](Cl)=[O:24])[CH2:22][CH2:21][CH2:20]2)[CH2:18][CH2:17][CH2:16][CH2:15][CH2:14]1.C(N(CC)CC)C. Given the product [CH:13]1([C:19]2([C:23]([N:3]([CH3:2])[CH2:4][C:5](=[O:6])[C:7]3[CH:8]=[CH:9][CH:10]=[CH:11][CH:12]=3)=[O:24])[CH2:22][CH2:21][CH2:20]2)[CH2:18][CH2:17][CH2:16][CH2:15][CH2:14]1, predict the reactants needed to synthesize it.